Predict the product of the given reaction. From a dataset of Forward reaction prediction with 1.9M reactions from USPTO patents (1976-2016). (1) Given the reactants [CH2:1]([O:3][CH2:4][CH2:5][NH2:6])[CH3:2].C(N(C(C)C)CC)(C)C.[CH:16]1[C:21]([S:22](Cl)(=[O:24])=[O:23])=[CH:20][CH:19]=[C:18]([I:26])[CH:17]=1, predict the reaction product. The product is: [CH2:1]([O:3][CH2:4][CH2:5][NH:6][S:22]([C:21]1[CH:16]=[CH:17][C:18]([I:26])=[CH:19][CH:20]=1)(=[O:24])=[O:23])[CH3:2]. (2) Given the reactants [C:1]([CH:3]1[CH2:5][CH:4]1[C@H:6]([NH:8][C:9]([C:11]1[C:19]2[C:14](=[N:15][CH:16]=[C:17]([C:20]3[C:28]4[C:23](=[CH:24][C:25]([Cl:29])=[CH:26][CH:27]=4)[N:22]([CH3:30])[N:21]=3)[N:18]=2)[N:13](COCC[Si](C)(C)C)[CH:12]=1)=[O:10])[CH3:7])#[N:2].C(Cl)Cl.C(N)CN.O, predict the reaction product. The product is: [C:1]([CH:3]1[CH2:5][CH:4]1[C@H:6]([NH:8][C:9]([C:11]1[C:19]2[C:14](=[N:15][CH:16]=[C:17]([C:20]3[C:28]4[C:23](=[CH:24][C:25]([Cl:29])=[CH:26][CH:27]=4)[N:22]([CH3:30])[N:21]=3)[N:18]=2)[NH:13][CH:12]=1)=[O:10])[CH3:7])#[N:2]. (3) Given the reactants Cl[C:2]1[C:3]2[C:17]([CH3:19])([CH3:18])[C:16](=[O:20])[N:15]([CH:21]3[CH2:23][CH2:22]3)[C:4]=2[N:5]=[C:6]([C:8]2[CH:13]=[CH:12][N:11]=[C:10]([CH3:14])[CH:9]=2)[N:7]=1, predict the reaction product. The product is: [CH:21]1([N:15]2[C:4]3[N:5]=[C:6]([C:8]4[CH:13]=[CH:12][N:11]=[C:10]([CH3:14])[CH:9]=4)[N:7]=[CH:2][C:3]=3[C:17]([CH3:18])([CH3:19])[C:16]2=[O:20])[CH2:22][CH2:23]1. (4) Given the reactants [CH3:1][C:2]1[CH:8]=[CH:7][CH:6]=[C:5]([CH3:9])[C:3]=1[NH2:4].CC(C)(C)CCN.[O:17]=[C:18]1[C:26]2([CH2:30][O:29][C:28]3[CH:31]=[C:32]4[C:36](=[CH:37][C:27]2=3)[CH2:35][CH2:34][O:33]4)[C:25]2[C:20](=[CH:21][CH:22]=[CH:23][CH:24]=2)[N:19]1[CH2:38][C:39](N)=[O:40], predict the reaction product. The product is: [CH3:1][C:2]1[CH:8]=[CH:7][CH:6]=[C:5]([CH3:9])[C:3]=1[NH:4][C:39](=[O:40])[CH2:38][N:19]1[C:20]2[C:25](=[CH:24][CH:23]=[CH:22][CH:21]=2)[C:26]2([CH2:30][O:29][C:28]3[CH:31]=[C:32]4[C:36](=[CH:37][C:27]2=3)[CH2:35][CH2:34][O:33]4)[C:18]1=[O:17]. (5) Given the reactants [C:1]([OH:22])(=O)[CH2:2][CH2:3][CH2:4][CH2:5][CH2:6][CH2:7][CH2:8][CH2:9][CH2:10][CH:11]=[CH:12][CH2:13][CH:14]=[CH:15][CH2:16][CH2:17][CH2:18][CH2:19][CH3:20].Cl.C[NH:25]OC.C1C=NC2N(O)N=NC=2C=1.CCN(CC)CC.C(Cl)CCl, predict the reaction product. The product is: [C:1]([NH2:25])(=[O:22])[CH2:2][CH2:3][CH2:4][CH2:5][CH2:6][CH2:7][CH2:8][CH2:9][CH2:10][CH:11]=[CH:12][CH2:13][CH:14]=[CH:15][CH2:16][CH2:17][CH2:18][CH2:19][CH3:20]. (6) Given the reactants Cl.C([O:9][P:10]([CH2:19][C@H:20]([OH:23])[CH2:21][NH2:22])([CH2:12][CH:13]1[CH2:18][CH2:17][CH2:16][CH2:15][CH2:14]1)=[O:11])C1C=CC=CC=1.C([NH:34][C@H:35]([C:40](O)=[O:41])[CH2:36][CH:37]([CH3:39])[CH3:38])(OCC1C=CC=CC=1)=O, predict the reaction product. The product is: [NH2:34][C@@H:35]([CH2:36][CH:37]([CH3:39])[CH3:38])[C:40]([NH:22][CH2:21][C@@H:20]([OH:23])[CH2:19][P:10]([CH2:12][CH:13]1[CH2:14][CH2:15][CH2:16][CH2:17][CH2:18]1)(=[O:11])[OH:9])=[O:41]. (7) Given the reactants Br[C:2]1[C:3](=[O:12])[C:4]([C:9]([OH:11])=[O:10])=[CH:5][NH:6][C:7]=1[CH3:8].[F:13][C:14]([F:25])([F:24])[C:15]1[CH:16]=[C:17](B(O)O)[CH:18]=[CH:19][CH:20]=1.C([O-])([O-])=O.[K+].[K+], predict the reaction product. The product is: [CH3:8][C:7]1[NH:6][CH:5]=[C:4]([C:9]([OH:11])=[O:10])[C:3](=[O:12])[C:2]=1[C:19]1[CH:18]=[CH:17][CH:16]=[C:15]([C:14]([F:25])([F:24])[F:13])[CH:20]=1.